This data is from Reaction yield outcomes from USPTO patents with 853,638 reactions. The task is: Predict the reaction yield, written as a fraction of the theoretical maximum amount of product (1.0 means a 100% yield; for example, 0.34 means a 34% yield). (1) The reactants are [C:1]([O:5][C:6]([N:8]1[CH2:16][C:15]2[C:10](=[CH:11][CH:12]=[CH:13][CH:14]=2)[CH:9]1[CH2:17][C:18]([O:20]C)=[O:19])=[O:7])([CH3:4])([CH3:3])[CH3:2].[OH-].[Na+]. The catalyst is CO. The product is [C:1]([O:5][C:6]([N:8]1[CH2:16][C:15]2[C:10](=[CH:11][CH:12]=[CH:13][CH:14]=2)[CH:9]1[CH2:17][C:18]([OH:20])=[O:19])=[O:7])([CH3:4])([CH3:2])[CH3:3]. The yield is 0.990. (2) The reactants are [Cl:1][C:2]1[NH:10][C:9]2[C:8](=[O:11])[N:7]([CH2:12][CH2:13][CH2:14][CH2:15][CH2:16]N3N=NC(CC4C=CC(Cl)=C(Cl)C=4)=N3)[C:6](=[O:31])[N:5]([CH2:32][CH2:33][CH2:34][CH2:35][CH3:36])[C:4]=2[N:3]=1.[Cl:37][C:38]1[CH:43]=[CH:42][C:41]([C:44]2[NH:48][N:47]=C(CCCO)C=2)=[CH:40][CH:39]=1. No catalyst specified. The product is [Cl:1][C:2]1[NH:10][C:9]2[C:8](=[O:11])[N:7]([CH2:12][CH2:13][CH2:14][C:15]3[CH:16]=[C:44]([C:41]4[CH:42]=[CH:43][C:38]([Cl:37])=[CH:39][CH:40]=4)[NH:48][N:47]=3)[C:6](=[O:31])[N:5]([CH2:32][CH2:33][CH2:34][CH2:35][CH3:36])[C:4]=2[N:3]=1. The yield is 0.300. (3) The reactants are [CH:1]1([C:4]2[C:12]([NH:13][S:14]([CH3:17])(=[O:16])=[O:15])=[CH:11][C:10]3[C:6](=[C:7]([C:25]([NH:27][CH3:28])=[O:26])[N:8]([C:18]4[CH:23]=[CH:22][C:21]([CH3:24])=[CH:20][N:19]=4)[N:9]=3)[CH:5]=2)[CH2:3][CH2:2]1.[O:29]1[CH2:32][CH:31]([CH2:33][CH2:34]O)[CH2:30]1.C1(P(C2C=CC=CC=2)C2C=CC=CC=2)C=CC=CC=1.CC(OC(/N=N/C(OC(C)C)=O)=O)C. The catalyst is C1COCC1.CCOC(C)=O. The product is [CH:1]1([C:4]2[C:12]([N:13]([S:14]([CH3:17])(=[O:15])=[O:16])[CH2:34][CH2:33][CH:31]3[CH2:32][O:29][CH2:30]3)=[CH:11][C:10]3[C:6](=[C:7]([C:25]([NH:27][CH3:28])=[O:26])[N:8]([C:18]4[CH:23]=[CH:22][C:21]([CH3:24])=[CH:20][N:19]=4)[N:9]=3)[CH:5]=2)[CH2:2][CH2:3]1. The yield is 0.590. (4) The reactants are [CH:1]([CH:14]1[CH2:19][C:18](=O)[CH:17]=[CH:16]O1)([C:8]1[CH:13]=[CH:12][CH:11]=[CH:10][CH:9]=1)[C:2]1[CH:7]=[CH:6][CH:5]=[CH:4][CH:3]=1.[C:21]([O-:24])(O)=O.[Na+].[CH:26](OCC)=C. The catalyst is [Hg](OC(C(F)(F)F)=O)OC(C(F)(F)F)=O. The product is [C:2]1([CH:1]([C:8]2[CH:13]=[CH:12][CH:11]=[CH:10][CH:9]=2)[CH:14]([O:24][CH:21]=[CH2:26])[CH2:19][CH2:18][CH:17]=[CH2:16])[CH:7]=[CH:6][CH:5]=[CH:4][CH:3]=1. The yield is 0.660. (5) The reactants are C([N:8]1[CH2:13][CH2:12][C:11]([NH:15][C:16]([C:18]2[C:19]3[C:33]([CH3:34])=[N:32][N:31]([CH:35]4[CH2:40][CH2:39][CH2:38][CH2:37][O:36]4)[C:20]=3[N:21]=[C:22]([C:24]3[CH:29]=[CH:28][C:27]([OH:30])=[CH:26][CH:25]=3)[CH:23]=2)=[O:17])([CH3:14])[CH2:10][CH2:9]1)C1C=CC=CC=1. The catalyst is CO.[Pd]. The product is [CH3:14][C:11]1([NH:15][C:16]([C:18]2[C:19]3[C:33]([CH3:34])=[N:32][N:31]([CH:35]4[CH2:40][CH2:39][CH2:38][CH2:37][O:36]4)[C:20]=3[N:21]=[C:22]([C:24]3[CH:25]=[CH:26][C:27]([OH:30])=[CH:28][CH:29]=3)[CH:23]=2)=[O:17])[CH2:12][CH2:13][NH:8][CH2:9][CH2:10]1. The yield is 0.660. (6) No catalyst specified. The reactants are [Cl:1][C:2]1[C:11]2[NH:10][C:9](=[O:12])[C:8]3[S:13][CH:14]=[CH:15][C:7]=3[C:6]=2[C:5]([C:16]2[CH:21]=[CH:20][C:19]([C@@H:22]([CH3:32])[CH2:23][NH:24]C(=O)OC(C)(C)C)=[CH:18][CH:17]=2)=[C:4]([O:33][CH3:34])[CH:3]=1.C(O)(C(F)(F)F)=O. The yield is 0.520. The product is [ClH:1].[NH2:24][CH2:23][C@@H:22]([C:19]1[CH:18]=[CH:17][C:16]([C:5]2[C:6]3[C:7]4[CH:15]=[CH:14][S:13][C:8]=4[C:9](=[O:12])[NH:10][C:11]=3[C:2]([Cl:1])=[CH:3][C:4]=2[O:33][CH3:34])=[CH:21][CH:20]=1)[CH3:32]. (7) The reactants are [C:1]([O:5][C:6]([N:8]1[CH2:13][CH2:12][N:11]([C:14]2[CH:22]=[CH:21][CH:20]=[C:19]3[C:15]=2[CH:16]=[N:17][NH:18]3)[CH2:10][CH2:9]1)=[O:7])([CH3:4])([CH3:3])[CH3:2].[OH-].[K+].[I:25]I. The catalyst is CN(C)C=O.C(OCC)(=O)C. The product is [C:1]([O:5][C:6]([N:8]1[CH2:9][CH2:10][N:11]([C:14]2[CH:22]=[CH:21][CH:20]=[C:19]3[C:15]=2[C:16]([I:25])=[N:17][NH:18]3)[CH2:12][CH2:13]1)=[O:7])([CH3:4])([CH3:2])[CH3:3]. The yield is 0.350.